From a dataset of Forward reaction prediction with 1.9M reactions from USPTO patents (1976-2016). Predict the product of the given reaction. (1) Given the reactants [CH3:1][N:2]([CH2:19][CH2:20][NH:21][S:22]([C:25]1[CH:30]=[C:29]([S:31]([C:34]2[CH:39]=[CH:38][CH:37]=[CH:36][CH:35]=2)(=[O:33])=[O:32])[CH:28]=[CH:27][C:26]=1[C:40]([F:43])([F:42])[F:41])(=[O:24])=[O:23])[C:3]([NH:5][C@@H:6]1[CH2:11][CH2:10][CH2:9][N:8](C(OC(C)(C)C)=O)[CH2:7]1)=[O:4].Cl.CN(C(N[C@@H]1CCCNC1)=O)CCNS(C1C=C(S(C2C=CC=CC=2)(=O)=O)C=CC=1C(F)(F)F)(=O)=O, predict the reaction product. The product is: [CH3:1][N:2]([C:3]([NH:5][C@@H:6]1[CH2:11][CH2:10][CH2:9][NH:8][CH2:7]1)=[O:4])[CH2:19][CH2:20][NH:21][S:22]([C:25]1[CH:30]=[C:29]([S:31]([C:34]2[CH:35]=[CH:36][CH:37]=[CH:38][CH:39]=2)(=[O:32])=[O:33])[CH:28]=[CH:27][C:26]=1[C:40]([F:41])([F:43])[F:42])(=[O:23])=[O:24]. (2) Given the reactants C1C([N+:7]([O-])=O)=CC=C([Cl-][C:11]([O-])=[O:12])C=1.[CH3:14][C:15]1[N:19]([CH:20]([CH3:22])[CH3:21])[C:18]([C:23]2[CH:28]=[CH:27][N:26]=[C:25]([NH:29][CH:30]3[CH2:35][CH2:34][NH:33][CH2:32][CH2:31]3)[N:24]=2)=[CH:17][N:16]=1.[CH3:36][N:37]1[CH2:43][CH2:42][CH2:41][NH:40][CH2:39][CH2:38]1, predict the reaction product. The product is: [NH3:7].[CH3:11][OH:12].[CH3:36][N:37]1[CH2:43][CH2:42][CH2:41][N:40]([C:11]([N:33]2[CH2:32][CH2:31][CH:30]([NH:29][C:25]3[N:24]=[C:23]([C:18]4[N:19]([CH:20]([CH3:22])[CH3:21])[C:15]([CH3:14])=[N:16][CH:17]=4)[CH:28]=[CH:27][N:26]=3)[CH2:35][CH2:34]2)=[O:12])[CH2:39][CH2:38]1. (3) Given the reactants [CH3:1][N:2]1[C:11]2[C:6](=[C:7]([CH2:12][CH:13]=O)[CH:8]=[CH:9][CH:10]=2)[CH2:5][CH2:4][C:3]1=[O:15].[CH3:16][NH:17][C:18]([C:20]1[O:21][C:22]2[CH:28]=[CH:27][CH:26]=[C:25]([N:29]3[CH2:34][CH2:33][NH:32][CH2:31][CH2:30]3)[C:23]=2[CH:24]=1)=[O:19].CO.C(O[BH-](OC(=O)C)OC(=O)C)(=O)C.[Na+], predict the reaction product. The product is: [CH3:16][NH:17][C:18]([C:20]1[O:21][C:22]2[CH:28]=[CH:27][CH:26]=[C:25]([N:29]3[CH2:34][CH2:33][N:32]([CH2:13][CH2:12][C:7]4[CH:8]=[CH:9][CH:10]=[C:11]5[C:6]=4[CH2:5][CH2:4][C:3](=[O:15])[N:2]5[CH3:1])[CH2:31][CH2:30]3)[C:23]=2[CH:24]=1)=[O:19]. (4) Given the reactants [C:1]([OH:9])(=O)[C:2]1[CH:7]=[CH:6][N:5]=[CH:4][CH:3]=1.[C:10]1([CH:16]([NH2:26])[C:17]2[NH:25][C:20]3=[CH:21][N:22]=[CH:23][CH:24]=[C:19]3[CH:18]=2)[CH:15]=[CH:14][CH:13]=[CH:12][CH:11]=1, predict the reaction product. The product is: [C:10]1([CH:16]([C:17]2[NH:25][C:20]3=[CH:21][N:22]=[CH:23][CH:24]=[C:19]3[CH:18]=2)[NH:26][C:1](=[O:9])[C:2]2[CH:3]=[CH:4][N:5]=[CH:6][CH:7]=2)[CH:11]=[CH:12][CH:13]=[CH:14][CH:15]=1. (5) Given the reactants [Br:1][C:2]1[C:3]([CH2:10][O:11][C:12]2[CH:17]=[CH:16][C:15]([Cl:18])=[C:14]([Cl:19])[CH:13]=2)=[CH:4][C:5]([NH:8][NH2:9])=[N:6][CH:7]=1.[N:20]#[C:21]Br.ClCCl, predict the reaction product. The product is: [Br:1][C:2]1[C:3]([CH2:10][O:11][C:12]2[CH:17]=[CH:16][C:15]([Cl:18])=[C:14]([Cl:19])[CH:13]=2)=[CH:4][C:5]2[N:6]([C:21]([NH2:20])=[N:9][N:8]=2)[CH:7]=1. (6) Given the reactants C(=O)([O-])O.[Na+].[S:6]=[C:7]1[NH:12][C:11]2[CH:13]=[CH:14][NH:15][C:10]=2[C:9](=[O:16])[N:8]1[C:17]1[CH:22]=[CH:21][C:20]([O:23][CH2:24][C:25]([F:28])([F:27])[F:26])=[CH:19][CH:18]=1.Cl[CH2:30][CH2:31][O:32][CH2:33][CH3:34].[I-].[Na+], predict the reaction product. The product is: [CH2:31]([O:32][CH2:33][CH2:34][S:6][C:7]1[N:8]([C:17]2[CH:18]=[CH:19][C:20]([O:23][CH2:24][C:25]([F:28])([F:27])[F:26])=[CH:21][CH:22]=2)[C:9](=[O:16])[C:10]2[NH:15][CH:14]=[CH:13][C:11]=2[N:12]=1)[CH3:30]. (7) Given the reactants C(O[CH:4]=[C:5]1[C:16]2[C:8](=[CH:9][CH:10]=[C:11]3[C:15]=2[S:14][CH:13]=[N:12]3)[NH:7][C:6]1=[O:17])C.[NH2:18][C:19]1[CH:27]=[CH:26][C:22]2[NH:23][N:24]=[N:25][C:21]=2[CH:20]=1, predict the reaction product. The product is: [N:23]1[C:22]2[CH:26]=[CH:27][C:19]([NH:18][CH:4]=[C:5]3[C:16]4[C:8](=[CH:9][CH:10]=[C:11]5[C:15]=4[S:14][CH:13]=[N:12]5)[NH:7][C:6]3=[O:17])=[CH:20][C:21]=2[NH:25][N:24]=1.